Dataset: Catalyst prediction with 721,799 reactions and 888 catalyst types from USPTO. Task: Predict which catalyst facilitates the given reaction. (1) Reactant: [Br:1][C:2]1[CH:3]=[C:4]([CH:8]2[C:14](=O)[N:13]([C@@H:16]([C:18]3[CH:23]=[CH:22][CH:21]=[CH:20][CH:19]=3)[CH3:17])[CH2:12][CH2:11][CH2:10][O:9]2)[CH:5]=[CH:6][CH:7]=1.CO.[OH-].[Na+]. Product: [Br:1][C:2]1[CH:3]=[C:4]([CH:8]2[CH2:14][N:13]([C@@H:16]([C:18]3[CH:23]=[CH:22][CH:21]=[CH:20][CH:19]=3)[CH3:17])[CH2:12][CH2:11][CH2:10][O:9]2)[CH:5]=[CH:6][CH:7]=1. The catalyst class is: 7. (2) Reactant: [CH3:1][O:2][C:3](=[O:26])[C:4]1[CH:9]=[CH:8][C:7]([CH2:10][C:11]2[C:19]3[C:14](=[CH:15][CH:16]=[C:17]([N+:20]([O-])=O)[CH:18]=3)[N:13]([CH3:23])[CH:12]=2)=[C:6]([O:24][CH3:25])[CH:5]=1.[H][H]. Product: [CH3:1][O:2][C:3](=[O:26])[C:4]1[CH:9]=[CH:8][C:7]([CH2:10][C:11]2[C:19]3[C:14](=[CH:15][CH:16]=[C:17]([NH2:20])[CH:18]=3)[N:13]([CH3:23])[CH:12]=2)=[C:6]([O:24][CH3:25])[CH:5]=1. The catalyst class is: 312. (3) Reactant: [CH2:1]([O:3][C:4](=[O:9])[CH2:5][C:6]([O-:8])=O)[CH3:2].[K+].[Mg+2].[Cl-].[Cl-].CCN(CC)CC.[F:21][C:22]1[CH:23]=[C:24]([CH:28]=[CH:29][C:30]=1[N+:31]([O-:33])=[O:32])C(Cl)=O. The catalyst class is: 49. Product: [F:21][C:22]1[CH:23]=[C:24]([C:6](=[O:8])[CH2:5][C:4]([O:3][CH2:1][CH3:2])=[O:9])[CH:28]=[CH:29][C:30]=1[N+:31]([O-:33])=[O:32]. (4) Reactant: [Cl:1][C:2]1[CH:3]=[C:4](I)[CH:5]=[CH:6][C:7]=1[Cl:8].C([Mg]Br)(C)C.[CH3:15][O:16][C:17]1[CH:18]=[C:19]([CH:27]=[CH:28][CH:29]=1)[CH2:20][N:21]1[CH2:25][CH2:24][C:23](=[O:26])[CH2:22]1. Product: [Cl:1][C:2]1[CH:3]=[C:4]([C:23]2([OH:26])[CH2:24][CH2:25][N:21]([CH2:20][C:19]3[CH:27]=[CH:28][CH:29]=[C:17]([O:16][CH3:15])[CH:18]=3)[CH2:22]2)[CH:5]=[CH:6][C:7]=1[Cl:8]. The catalyst class is: 7.